Dataset: Full USPTO retrosynthesis dataset with 1.9M reactions from patents (1976-2016). Task: Predict the reactants needed to synthesize the given product. (1) Given the product [C:2]([C:4]1[CH:12]=[C:11]([CH:10]=[CH:9][C:5]=1[C:6]([N:32]1[CH:41]2[CH:36]([CH2:37][CH2:38][CH2:39][CH2:40]2)[CH2:35][CH2:34][CH2:33]1)=[O:8])[NH:13][C:14]1[C:23]2[C:18](=[CH:19][CH:20]=[CH:21][C:22]=2[O:24][CH:25]2[CH2:30][CH2:29][N:28]([CH3:31])[CH2:27][CH2:26]2)[N:17]=[CH:16][N:15]=1)#[CH:3], predict the reactants needed to synthesize it. The reactants are: Cl.[C:2]([C:4]1[CH:12]=[C:11]([NH:13][C:14]2[C:23]3[C:18](=[CH:19][CH:20]=[CH:21][C:22]=3[O:24][CH:25]3[CH2:30][CH2:29][N:28]([CH3:31])[CH2:27][CH2:26]3)[N:17]=[CH:16][N:15]=2)[CH:10]=[CH:9][C:5]=1[C:6]([OH:8])=O)#[CH:3].[NH:32]1[CH:41]2[CH:36]([CH2:37][CH2:38][CH2:39][CH2:40]2)[CH2:35][CH2:34][CH2:33]1. (2) Given the product [CH3:31][O:32][B:33]([C:15]1[C:16](=[O:17])[C:11]([O:10][CH2:3][C:4]2[CH:9]=[CH:8][CH:7]=[CH:6][CH:5]=2)=[CH:12][N:13]([C:19]2[CH:20]=[C:21]([C:25]3[CH:30]=[CH:29][CH:28]=[CH:27][CH:26]=3)[CH:22]=[CH:23][CH:24]=2)[CH:14]=1)[O:34][CH3:35], predict the reactants needed to synthesize it. The reactants are: [Cl-].[Li+].[CH2:3]([O:10][C:11]1[C:16](=[O:17])[C:15](Br)=[CH:14][N:13]([C:19]2[CH:20]=[C:21]([C:25]3[CH:30]=[CH:29][CH:28]=[CH:27][CH:26]=3)[CH:22]=[CH:23][CH:24]=2)[CH:12]=1)[C:4]1[CH:9]=[CH:8][CH:7]=[CH:6][CH:5]=1.[CH3:31][O:32][B:33](OC)[O:34][CH3:35]. (3) Given the product [CH3:25][C:26]1[CH:31]=[C:30]([C:32]2[CH:37]=[CH:23][C:24]([NH:20][C:13]([NH:1][C:2]3[S:3][CH:4]=[C:5]([C:7]4[CH:12]=[CH:11][CH:10]=[CH:9][CH:8]=4)[N:6]=3)=[O:14])=[CH:34][CH:33]=2)[CH:29]=[CH:28][N:27]=1, predict the reactants needed to synthesize it. The reactants are: [NH2:1][C:2]1[S:3][CH:4]=[C:5]([C:7]2[CH:12]=[CH:11][CH:10]=[CH:9][CH:8]=2)[N:6]=1.[C:13]([N:20]1[CH:24]=[CH:23]N=C1)(N1C=CN=C1)=[O:14].[CH3:25][C:26]1[CH:31]=[C:30]([C:32]2[CH:37]=CC(N)=[CH:34][CH:33]=2)[CH:29]=[CH:28][N:27]=1.C(N(CC)CC)C.